Task: Predict the reaction yield, written as a fraction of the theoretical maximum amount of product (1.0 means a 100% yield; for example, 0.34 means a 34% yield).. Dataset: Reaction yield outcomes from USPTO patents with 853,638 reactions (1) The reactants are [Cl-].O[NH3+:3].[C:4](=[O:7])([O-])[OH:5].[Na+].CS(C)=O.[Si]([O:20][C:21]1([CH2:24][O:25][C@H:26]2[CH2:31][CH2:30][C@H:29]([N:32]3[C:37](=[O:38])[C:36]([CH2:39][C:40]4[CH:45]=[CH:44][C:43]([C:46]5[C:47]([C:52]#[N:53])=[CH:48][CH:49]=[CH:50][CH:51]=5)=[CH:42][CH:41]=4)=[C:35]([CH2:54][CH2:55][CH3:56])[N:34]4[N:57]=[CH:58][CH:59]=[C:33]34)[CH2:28][CH2:27]2)[CH2:23][CH2:22]1)(C(C)(C)C)(C)C. The catalyst is C(OCC)(=O)C. The product is [OH:20][C:21]1([CH2:24][O:25][C@H:26]2[CH2:31][CH2:30][C@H:29]([N:32]3[C:37](=[O:38])[C:36]([CH2:39][C:40]4[CH:45]=[CH:44][C:43]([C:46]5[CH:51]=[CH:50][CH:49]=[CH:48][C:47]=5[C:52]5[NH:53][C:4](=[O:7])[O:5][N:3]=5)=[CH:42][CH:41]=4)=[C:35]([CH2:54][CH2:55][CH3:56])[N:34]4[N:57]=[CH:58][CH:59]=[C:33]34)[CH2:28][CH2:27]2)[CH2:23][CH2:22]1. The yield is 0.440. (2) The reactants are C[O:2][C:3](=[O:30])[C:4]1[CH:9]=[CH:8][C:7]([C:10]2[N:15]=[C:14]3[N:16]([CH2:19][C:20]4[CH:21]=[C:22]5[C:27](=[CH:28][CH:29]=4)[N:26]=[CH:25][CH:24]=[CH:23]5)[N:17]=[N:18][C:13]3=[CH:12][CH:11]=2)=[CH:6][CH:5]=1.[OH-].[Li+].Cl. The catalyst is CO.O. The product is [N:26]1[C:27]2[C:22](=[CH:21][C:20]([CH2:19][N:16]3[C:14]4=[N:15][C:10]([C:7]5[CH:8]=[CH:9][C:4]([C:3]([OH:30])=[O:2])=[CH:5][CH:6]=5)=[CH:11][CH:12]=[C:13]4[N:18]=[N:17]3)=[CH:29][CH:28]=2)[CH:23]=[CH:24][CH:25]=1. The yield is 0.760. (3) The reactants are [CH3:1][CH2:2][CH2:3][CH2:4][CH2:5][CH2:6][CH2:7][CH2:8][CH2:9][CH2:10][CH2:11][CH2:12][O:13][C:14]([CH:16]([N:18]([CH3:20])[CH3:19])[CH3:17])=[O:15].[CH2:21]([S:23]([OH:26])(=[O:25])=[O:24])[CH3:22]. The catalyst is C(OCC)(=O)C. The product is [CH2:21]([S:23]([OH:26])(=[O:25])=[O:24])[CH3:22].[CH3:19][N:18]([CH3:20])[CH:16]([CH3:17])[C:14]([O:13][CH2:12][CH2:11][CH2:10][CH2:9][CH2:8][CH2:7][CH2:6][CH2:5][CH2:4][CH2:3][CH2:2][CH3:1])=[O:15]. The yield is 0.984. (4) The reactants are CC(OI1(OC(C)=O)(OC(C)=O)OC(=O)C2C=CC=CC1=2)=O.[CH3:23][S:24]([N:27]1[CH2:32][CH2:31][C:30]2[N:33]([CH2:46][CH2:47][CH2:48][OH:49])[N:34]=[C:35]([C:36]3[CH:41]=[CH:40][C:39]([C:42]([F:45])([F:44])[F:43])=[CH:38][CH:37]=3)[C:29]=2[CH2:28]1)(=[O:26])=[O:25].[O-]S([O-])(=S)=O.[Na+].[Na+]. The catalyst is C(Cl)Cl.CCOCC.C([O-])(O)=O.[Na+]. The product is [CH3:23][S:24]([N:27]1[CH2:32][CH2:31][C:30]2[N:33]([CH2:46][CH2:47][CH:48]=[O:49])[N:34]=[C:35]([C:36]3[CH:37]=[CH:38][C:39]([C:42]([F:43])([F:44])[F:45])=[CH:40][CH:41]=3)[C:29]=2[CH2:28]1)(=[O:26])=[O:25]. The yield is 0.850. (5) The reactants are I[C:2]1[CH:10]=[C:9]2[C:5]([C:6]([CH:19]=[CH:20][C:21]3[CH:26]=[CH:25][CH:24]=[CH:23][CH:22]=3)=[N:7][N:8]2[CH2:11][O:12][CH2:13][CH2:14][Si:15]([CH3:18])([CH3:17])[CH3:16])=[CH:4][CH:3]=1.[Li]CCCC.[CH:32](=[O:39])[C:33]1[CH:38]=[CH:37][CH:36]=[CH:35][CH:34]=1. The catalyst is C1COCC1. The product is [C:33]1([CH:32]([C:2]2[CH:10]=[C:9]3[C:5]([C:6]([CH:19]=[CH:20][C:21]4[CH:26]=[CH:25][CH:24]=[CH:23][CH:22]=4)=[N:7][N:8]3[CH2:11][O:12][CH2:13][CH2:14][Si:15]([CH3:18])([CH3:17])[CH3:16])=[CH:4][CH:3]=2)[OH:39])[CH:38]=[CH:37][CH:36]=[CH:35][CH:34]=1. The yield is 0.500. (6) The reactants are [Cl:1][C:2]1[C:3]([F:30])=[C:4]([NH:8][C:9]2[C:18]3[C:13](=[CH:14][C:15]([O:28][CH3:29])=[C:16]([CH2:19][NH:20][CH:21]4[CH2:26][CH2:25][CH2:24][NH:23][C:22]4=[O:27])[CH:17]=3)[N:12]=[CH:11][N:10]=2)[CH:5]=[CH:6][CH:7]=1.C=O.S([O-])([O-])(=O)=O.[Mg+2].[C:39]([BH3-])#N.[Na+]. The catalyst is CO. The product is [Cl:1][C:2]1[C:3]([F:30])=[C:4]([NH:8][C:9]2[C:18]3[C:13](=[CH:14][C:15]([O:28][CH3:29])=[C:16]([CH2:19][N:20]([CH3:39])[CH:21]4[CH2:26][CH2:25][CH2:24][NH:23][C:22]4=[O:27])[CH:17]=3)[N:12]=[CH:11][N:10]=2)[CH:5]=[CH:6][CH:7]=1. The yield is 0.610. (7) The reactants are [F:1][C:2]1[C:7]([CH:8]=[O:9])=[CH:6][CH:5]=[C:4]([NH:10][CH2:11][C:12]2[CH:17]=[CH:16][C:15]([O:18][CH3:19])=[CH:14][CH:13]=2)[N:3]=1.[C:20]([O:24][C:25](O[C:25]([O:24][C:20]([CH3:23])([CH3:22])[CH3:21])=[O:26])=[O:26])([CH3:23])([CH3:22])[CH3:21].CN(C1C=CC=CN=1)C. The catalyst is C(O)(C)(C)C. The product is [C:20]([O:24][C:25](=[O:26])[N:10]([C:4]1[CH:5]=[CH:6][C:7]([CH:8]=[O:9])=[C:2]([F:1])[N:3]=1)[CH2:11][C:12]1[CH:17]=[CH:16][C:15]([O:18][CH3:19])=[CH:14][CH:13]=1)([CH3:23])([CH3:22])[CH3:21]. The yield is 0.629.